From a dataset of Reaction yield outcomes from USPTO patents with 853,638 reactions. Predict the reaction yield, written as a fraction of the theoretical maximum amount of product (1.0 means a 100% yield; for example, 0.34 means a 34% yield). (1) The reactants are [Br:1][C:2]1[CH:7]=[C:6]([N+:8]([O-:10])=[O:9])[CH:5]=[CH:4][C:3]=1[O:11]C. The catalyst is CN(C=O)C.CCOC(C)=O.Cl. The product is [Br:1][C:2]1[CH:7]=[C:6]([N+:8]([O-:10])=[O:9])[CH:5]=[CH:4][C:3]=1[OH:11]. The yield is 0.520. (2) The reactants are C([O:3][C:4]([C:6]1[C:7]([C:12]2[CH:17]=[CH:16][C:15]([F:18])=[CH:14][CH:13]=2)=[N:8][O:9][C:10]=1[CH3:11])=O)C.O.[OH-].[Na+]. The catalyst is C1COCC1. The product is [F:18][C:15]1[CH:14]=[CH:13][C:12]([C:7]2[C:6]([CH2:4][OH:3])=[C:10]([CH3:11])[O:9][N:8]=2)=[CH:17][CH:16]=1. The yield is 0.710. (3) The reactants are N[C:2]1[CH:3]=[CH:4][C:5]([C:8]#[N:9])=[N:6][CH:7]=1.N([O-])=O.[Na+].[S:14]([Cl:17])(Cl)=[O:15].[OH2:18]. The catalyst is Cl.O. The product is [C:8]([C:5]1[N:6]=[CH:7][C:2]([S:14]([Cl:17])(=[O:15])=[O:18])=[CH:3][CH:4]=1)#[N:9]. The yield is 0.735. (4) The reactants are [Mg].Br[C:3]1[CH:8]=[CH:7][C:6]([F:9])=[CH:5][CH:4]=1.[CH3:10][C:11]1[CH:18]=[C:17]([CH3:19])[CH:16]=[CH:15][C:12]=1[CH:13]=[O:14].[Cl-].[NH4+]. The catalyst is C1COCC1.II. The product is [CH3:10][C:11]1[CH:18]=[C:17]([CH3:19])[CH:16]=[CH:15][C:12]=1[CH:13]([C:3]1[CH:8]=[CH:7][C:6]([F:9])=[CH:5][CH:4]=1)[OH:14]. The yield is 1.00. (5) The reactants are [Cl:1][C:2]1[CH:24]=[C:23]([Cl:25])[CH:22]=[CH:21][C:3]=1[CH2:4][N:5]1[C:9]([CH2:10][CH2:11][C:12](O)=[O:13])=[CH:8][C:7]([C:15]2[CH:20]=[CH:19][CH:18]=[CH:17][CH:16]=2)=[N:6]1.[CH2:26]([S:31]([NH2:34])(=[O:33])=[O:32])[CH2:27][CH2:28][CH2:29][CH3:30].N12CCCN=C1CCCCC2. The catalyst is O1CCCC1. The product is [Cl:1][C:2]1[CH:24]=[C:23]([Cl:25])[CH:22]=[CH:21][C:3]=1[CH2:4][N:5]1[C:9]([CH2:10][CH2:11][C:12]([NH:34][S:31]([CH2:26][CH2:27][CH2:28][CH2:29][CH3:30])(=[O:33])=[O:32])=[O:13])=[CH:8][C:7]([C:15]2[CH:20]=[CH:19][CH:18]=[CH:17][CH:16]=2)=[N:6]1. The yield is 0.110. (6) The product is [Br:1][C:2]1[C:3]([CH3:7])=[N:4][N:5]([CH:9]([CH3:11])[CH3:10])[CH:6]=1. The catalyst is C(#N)C. The yield is 0.560. The reactants are [Br:1][C:2]1[C:3]([CH3:7])=[N:4][NH:5][CH:6]=1.I[CH:9]([CH3:11])[CH3:10].C([O-])([O-])=O.[Cs+].[Cs+]. (7) The reactants are [Cl:1][CH2:2][C:3]1[NH:12][C:11](=O)[C:10]2[C:5](=[CH:6][CH:7]=[CH:8][CH:9]=2)[N:4]=1.COC(=O)[C:17]1[CH:22]=[CH:21][CH:20]=[CH:19][C:18]=1[NH2:23].Cl[CH2:26]C#N.Cl.[O:30]1CCOC[CH2:31]1. No catalyst specified. The product is [Cl:1][CH2:2][C:3]1[N:12]=[C:11]([N:23]([C:18]2[CH:17]=[CH:22][C:21]([O:30][CH3:31])=[CH:20][CH:19]=2)[CH3:26])[C:10]2[C:5](=[CH:6][CH:7]=[CH:8][CH:9]=2)[N:4]=1. The yield is 0.796.